From a dataset of Peptide-MHC class II binding affinity with 134,281 pairs from IEDB. Regression. Given a peptide amino acid sequence and an MHC pseudo amino acid sequence, predict their binding affinity value. This is MHC class II binding data. (1) The binding affinity (normalized) is 0.273. The MHC is DRB1_0802 with pseudo-sequence DRB1_0802. The peptide sequence is TARLNSLGEAWTGGG. (2) The peptide sequence is DPKMLELMRLYITIH. The MHC is DRB3_0202 with pseudo-sequence DRB3_0202. The binding affinity (normalized) is 0. (3) The peptide sequence is PEVKYAVFEAALTKA. The MHC is DRB1_1201 with pseudo-sequence DRB1_1201. The binding affinity (normalized) is 0.232.